This data is from Full USPTO retrosynthesis dataset with 1.9M reactions from patents (1976-2016). The task is: Predict the reactants needed to synthesize the given product. (1) Given the product [Cl:12][C:9]1[CH:10]=[C:11]2[C:6]([C:5]3[O:13][C:14]4[CH:19]=[CH:18][C:17]([O:20][CH3:21])=[CH:16][C:15]=4[C:4]=3[N:3]=[C:2]2[Cl:22])=[CH:7][CH:8]=1, predict the reactants needed to synthesize it. The reactants are: O[C:2]1[C:11]2[C:6](=[CH:7][CH:8]=[C:9]([Cl:12])[CH:10]=2)[C:5]2[O:13][C:14]3[CH:19]=[CH:18][C:17]([O:20][CH3:21])=[CH:16][C:15]=3[C:4]=2[N:3]=1.[Cl:22]C1C=C2C(C3OC4C=CC=CC=4C=3N=C2O)=CC=1. (2) Given the product [CH3:1][C:2]1[CH:7]=[C:6]([O:8][CH2:9][C:10]([NH:12][CH2:13][CH2:14][O:15][CH2:16][CH2:17][O:18][CH2:19][CH2:20][O:21][CH2:22][CH2:23][O:24][CH2:25][CH2:26][O:27][CH2:28][CH2:29][O:30][CH2:31][CH2:32][O:33][CH2:34][CH2:35][O:36][CH2:37][CH2:38][C:39]([NH:52][C:53]2[CH:62]=[C:57]([C:58]([O:60][CH3:61])=[O:59])[CH:56]=[C:55]([CH:54]=2)[C:63]([O:65][CH3:66])=[O:64])=[O:40])=[O:11])[C:5]([CH3:42])=[CH:4][C:3]=1[C:43]1[C:48]([CH3:49])=[CH:47][C:46]([CH3:50])=[CH:45][C:44]=1[CH3:51], predict the reactants needed to synthesize it. The reactants are: [CH3:1][C:2]1[CH:7]=[C:6]([O:8][CH2:9][C:10]([NH:12][CH2:13][CH2:14][O:15][CH2:16][CH2:17][O:18][CH2:19][CH2:20][O:21][CH2:22][CH2:23][O:24][CH2:25][CH2:26][O:27][CH2:28][CH2:29][O:30][CH2:31][CH2:32][O:33][CH2:34][CH2:35][O:36][CH2:37][CH2:38][C:39](O)=[O:40])=[O:11])[C:5]([CH3:42])=[CH:4][C:3]=1[C:43]1[C:48]([CH3:49])=[CH:47][C:46]([CH3:50])=[CH:45][C:44]=1[CH3:51].[NH2:52][C:53]1[CH:54]=[C:55]([C:63]([O:65][CH3:66])=[O:64])[CH:56]=[C:57]([CH:62]=1)[C:58]([O:60][CH3:61])=[O:59].C1CN([P+](ON2N=NC3C=CC=CC2=3)(N2CCCC2)N2CCCC2)CC1.F[P-](F)(F)(F)(F)F. (3) Given the product [CH3:47][N:48]([CH3:55])[CH2:49][CH2:50][CH2:51][C:52]([O:46][CH2:45][C:22]1[CH:21]=[C:20]([O:19][CH2:1][CH2:2][CH2:3][CH2:4][CH2:5][CH2:6][CH2:7][CH2:8]/[CH:9]=[CH:10]\[CH2:11]/[CH:12]=[CH:13]\[CH2:14][CH2:15][CH2:16][CH2:17][CH3:18])[CH:25]=[C:24]([O:26][CH2:27][CH2:28][CH2:29][CH2:30][CH2:31][CH2:32][CH2:33][CH2:34]/[CH:35]=[CH:36]\[CH2:37]/[CH:38]=[CH:39]\[CH2:40][CH2:41][CH2:42][CH2:43][CH3:44])[CH:23]=1)=[O:53], predict the reactants needed to synthesize it. The reactants are: [CH2:1]([O:19][C:20]1[CH:21]=[C:22]([CH2:45][OH:46])[CH:23]=[C:24]([O:26][CH2:27][CH2:28][CH2:29][CH2:30][CH2:31][CH2:32][CH2:33][CH2:34]/[CH:35]=[CH:36]\[CH2:37]/[CH:38]=[CH:39]\[CH2:40][CH2:41][CH2:42][CH2:43][CH3:44])[CH:25]=1)[CH2:2][CH2:3][CH2:4][CH2:5][CH2:6][CH2:7][CH2:8]/[CH:9]=[CH:10]\[CH2:11]/[CH:12]=[CH:13]\[CH2:14][CH2:15][CH2:16][CH2:17][CH3:18].[CH3:47][N:48]([CH3:55])[CH2:49][CH2:50][CH2:51][C:52](O)=[O:53].CCN(C(C)C)C(C)C.C(Cl)CCl. (4) Given the product [N:1]1[CH:6]=[CH:5][CH:4]=[C:3]([CH:7]([NH:9][C:10]([C:12]2[C:20]3[C:15](=[N:16][CH:17]=[C:18]([C:21]4[C:29]5[C:24](=[CH:25][C:26]([Cl:30])=[CH:27][CH:28]=5)[N:23]([CH2:31][CH2:32][N:33]5[CH2:38][CH2:37][O:36][CH2:35][CH2:34]5)[N:22]=4)[N:19]=3)[NH:14][CH:13]=2)=[O:11])[CH3:8])[CH:2]=1, predict the reactants needed to synthesize it. The reactants are: [N:1]1[CH:6]=[CH:5][CH:4]=[C:3]([CH:7]([NH:9][C:10]([C:12]2[C:20]3[C:15](=[N:16][CH:17]=[C:18]([C:21]4[C:29]5[C:24](=[CH:25][C:26]([Cl:30])=[CH:27][CH:28]=5)[N:23]([CH2:31][CH2:32][N:33]5[CH2:38][CH2:37][O:36][CH2:35][CH2:34]5)[N:22]=4)[N:19]=3)[N:14](COCC[Si](C)(C)C)[CH:13]=2)=[O:11])[CH3:8])[CH:2]=1.FC(F)(F)C(O)=O.C(N)CN. (5) The reactants are: [C:1]([O:5][C:6]([N:8]1[CH2:11][C:10](=O)[CH2:9]1)=[O:7])([CH3:4])([CH3:3])[CH3:2].[N:13]1([CH2:18][CH2:19][NH2:20])[CH2:17][CH2:16][CH2:15][CH2:14]1. Given the product [C:1]([O:5][C:6]([N:8]1[CH2:11][CH:10]([NH:20][CH2:19][CH2:18][N:13]2[CH2:17][CH2:16][CH2:15][CH2:14]2)[CH2:9]1)=[O:7])([CH3:4])([CH3:3])[CH3:2], predict the reactants needed to synthesize it. (6) Given the product [CH2:23]([C:19]1[CH:18]=[CH:17][CH:16]=[C:15]2[C:20]=1[CH2:21][CH2:22][N:13]1[C:12](=[O:30])[CH2:11][N:10]=[C:9]([C:5]3[CH:6]=[CH:7][CH:8]=[C:3]([O:2][CH3:1])[CH:4]=3)[CH:29]=[C:14]12)[CH3:24], predict the reactants needed to synthesize it. The reactants are: [CH3:1][O:2][C:3]1[CH:4]=[C:5]([C:9]2[CH:29]=[C:14]3[C:15]4[C:20]([CH2:21][CH2:22][N:13]3[C:12](=[O:30])[CH2:11][N:10]=2)=[C:19]([C:23]#[C:24][Si](C)(C)C)[CH:18]=[CH:17][CH:16]=4)[CH:6]=[CH:7][CH:8]=1.BrC1C=CC=C2C=1CCN1C(=O)CN=C(C3C=CC=C(OC)C=3)C=C12.C[Si](C#C)(C)C. (7) Given the product [S:14]1[CH:15]=[CH:16][C:12]([C:7]2[CH:8]=[CH:9][CH:10]=[C:11]3[C:6]=2[CH:5]=[CH:4][N:3]=[C:2]3[NH:28][C:24]2[CH:25]=[CH:26][CH:27]=[C:22]([N:17]3[CH:21]=[N:20][CH:19]=[N:18]3)[CH:23]=2)=[CH:13]1, predict the reactants needed to synthesize it. The reactants are: Cl[C:2]1[C:11]2[C:6](=[C:7]([C:12]3[CH:16]=[CH:15][S:14][CH:13]=3)[CH:8]=[CH:9][CH:10]=2)[CH:5]=[CH:4][N:3]=1.[N:17]1([C:22]2[CH:23]=[C:24]([NH2:28])[CH:25]=[CH:26][CH:27]=2)[CH:21]=[N:20][CH:19]=[N:18]1.C(=O)([O-])[O-].[K+].[K+]. (8) Given the product [ClH:21].[ClH:21].[NH2:7][CH:8]1[CH2:17][C:16]2[C:11](=[CH:12][CH:13]=[C:14]([C:18]#[N:19])[CH:15]=2)[NH:10][CH2:9]1, predict the reactants needed to synthesize it. The reactants are: C(OC(=O)[NH:7][CH:8]1[CH2:17][C:16]2[C:11](=[CH:12][CH:13]=[C:14]([C:18]#[N:19])[CH:15]=2)[NH:10][CH2:9]1)(C)(C)C.[ClH:21].O1CCOCC1. (9) Given the product [Cl:24][C:25]1[N:30]=[C:29]([NH:1][C@@H:2]2[C@@H:7]3[CH2:8][C@@H:4]([CH:5]=[CH:6]3)[C@@H:3]2[C:9]([NH2:11])=[O:10])[C:28]([Cl:32])=[CH:27][N:26]=1, predict the reactants needed to synthesize it. The reactants are: [NH2:1][C@@H:2]1[C@@H:7]2[CH2:8][C@@H:4]([CH:5]=[CH:6]2)[C@@H:3]1[C:9]([NH2:11])=[O:10].FC(F)(F)C(O)=O.C(=O)(O)[O-].[Na+].[Cl:24][C:25]1[N:30]=[C:29](Cl)[C:28]([Cl:32])=[CH:27][N:26]=1. (10) Given the product [CH2:1]([N:8]1[C:12](=[O:13])[CH2:11][CH:10]([C:14]2[C:22]3[C:21]4[CH:26]=[CH:25][CH2:24][O:23][C:20]=4[CH:19]=[CH:18][C:17]=3[NH:16][CH:15]=2)[C:9]1=[O:27])[C:2]1[CH:7]=[CH:6][CH:5]=[CH:4][CH:3]=1, predict the reactants needed to synthesize it. The reactants are: [CH2:1]([N:8]1[C:12](=[O:13])[CH2:11][CH:10]([C:14]2[C:22]3[C:17](=[CH:18][CH:19]=[C:20]([O:23][CH2:24][C:25]#[CH:26])[CH:21]=3)[NH:16][CH:15]=2)[C:9]1=[O:27])[C:2]1[CH:7]=[CH:6][CH:5]=[CH:4][CH:3]=1.